This data is from Full USPTO retrosynthesis dataset with 1.9M reactions from patents (1976-2016). The task is: Predict the reactants needed to synthesize the given product. (1) Given the product [O:41]=[S:38]1(=[O:42])[CH2:39][CH2:40][CH:35]([O:34][C:2]2[N:7]=[CH:6][C:5]([C:8]3[C:9]([CH3:27])=[N:10][CH:11]=[C:12]([NH:14][C:15](=[O:26])[C:16]4[CH:21]=[CH:20][CH:19]=[C:18]([C:22]([F:23])([F:24])[F:25])[CH:17]=4)[CH:13]=3)=[CH:4][C:3]=2[N:28]2[CH2:29][CH2:30][O:31][CH2:32][CH2:33]2)[CH2:36][CH2:37]1, predict the reactants needed to synthesize it. The reactants are: F[C:2]1[N:7]=[CH:6][C:5]([C:8]2[C:9]([CH3:27])=[N:10][CH:11]=[C:12]([NH:14][C:15](=[O:26])[C:16]3[CH:21]=[CH:20][CH:19]=[C:18]([C:22]([F:25])([F:24])[F:23])[CH:17]=3)[CH:13]=2)=[CH:4][C:3]=1[N:28]1[CH2:33][CH2:32][O:31][CH2:30][CH2:29]1.[OH:34][CH:35]1[CH2:40][CH2:39][S:38](=[O:42])(=[O:41])[CH2:37][CH2:36]1.[H-].[Na+]. (2) Given the product [Br:1][C:2]1[C:3]([N:12]2[CH2:17][CH2:16][N:15]([CH2:18][C:19]3[S:23][CH:22]=[N:21][CH:20]=3)[CH2:14][CH2:13]2)=[C:4]2[N:9]=[C:38]([C:37]3[CH:36]=[CH:35][C:34]([CH2:33][N:30]4[CH2:31][CH2:32][O:27][CH2:28][CH2:29]4)=[CH:41][CH:40]=3)[NH:8][C:5]2=[N:6][CH:7]=1, predict the reactants needed to synthesize it. The reactants are: [Br:1][C:2]1[C:3]([N:12]2[CH2:17][CH2:16][N:15]([CH2:18][C:19]3[S:23][CH:22]=[N:21][CH:20]=3)[CH2:14][CH2:13]2)=[C:4]([N+:9]([O-])=O)[C:5]([NH2:8])=[N:6][CH:7]=1.CCO.[O:27]1[CH2:32][CH2:31][N:30]([CH2:33][C:34]2[CH:41]=[CH:40][C:37]([CH:38]=O)=[CH:36][CH:35]=2)[CH2:29][CH2:28]1.[O-]S(S([O-])=O)=O.[Na+].[Na+]. (3) Given the product [ClH:42].[CH:1]1([C:4]([NH:6][C:7]2[N:8]=[C:9]3[CH:14]=[CH:13][C:12]([O:15][C:16]4[CH:21]=[CH:20][C:19]([NH:22][C:23]([C:25]5[N+:26]([O-:39])=[C:27]([C:32]6[CH:33]=[CH:34][C:35]([F:38])=[CH:36][CH:37]=6)[C:28]([CH3:31])=[CH:29][CH:30]=5)=[O:24])=[CH:18][C:17]=4[F:40])=[CH:11][N:10]3[CH:41]=2)=[O:5])[CH2:3][CH2:2]1, predict the reactants needed to synthesize it. The reactants are: [CH:1]1([C:4]([NH:6][C:7]2[N:8]=[C:9]3[CH:14]=[CH:13][C:12]([O:15][C:16]4[CH:21]=[CH:20][C:19]([NH:22][C:23]([C:25]5[N+:26]([O-:39])=[C:27]([C:32]6[CH:37]=[CH:36][C:35]([F:38])=[CH:34][CH:33]=6)[C:28]([CH3:31])=[CH:29][CH:30]=5)=[O:24])=[CH:18][C:17]=4[F:40])=[CH:11][N:10]3[CH:41]=2)=[O:5])[CH2:3][CH2:2]1.[ClH:42]. (4) Given the product [OH:42][CH:41]([C:2]1[S:3][C:4]2[N:5]3[C:9]([C:10]([NH:14][CH2:15][CH2:16][NH:17][C:18]([O:20][C:21]([CH3:24])([CH3:23])[CH3:22])=[O:19])=[N:11][C:12]=2[CH:13]=1)=[N:8][CH:7]=[C:6]3[CH3:25])[CH2:37][CH2:36][C:34]#[CH:33], predict the reactants needed to synthesize it. The reactants are: Br[C:2]1[S:3][C:4]2[N:5]3[C:9]([C:10]([NH:14][CH2:15][CH2:16][NH:17][C:18]([O:20][C:21]([CH3:24])([CH3:23])[CH3:22])=[O:19])=[N:11][C:12]=2[CH:13]=1)=[N:8][CH:7]=[C:6]3[CH3:25].C(N(CC)CC)C.[CH3:33][C:34](C)([C:36]#[CH:37])C.CN(C)[CH:41]=[O:42]. (5) Given the product [ClH:1].[Cl:13][C:30]1[CH:29]=[C:28]2[C:23]([CH:24]=[CH:25][N:26]=[CH:27]2)=[CH:22][C:21]=1[O:20][CH:17]1[CH2:18][CH2:19][NH:14][CH2:15][CH2:16]1, predict the reactants needed to synthesize it. The reactants are: [Cl:1]C1C=C2C(C=CN=C2)=CC=1F.[ClH:13].[NH:14]1[CH2:19][CH2:18][CH:17]([O:20][C:21]2[CH:22]=[C:23]3[C:28](=[CH:29][CH:30]=2)[CH:27]=[N:26][CH:25]=[CH:24]3)[CH2:16][CH2:15]1.